Dataset: CYP2D6 inhibition data for predicting drug metabolism from PubChem BioAssay. Task: Regression/Classification. Given a drug SMILES string, predict its absorption, distribution, metabolism, or excretion properties. Task type varies by dataset: regression for continuous measurements (e.g., permeability, clearance, half-life) or binary classification for categorical outcomes (e.g., BBB penetration, CYP inhibition). Dataset: cyp2d6_veith. (1) The drug is Cc1cc(C)c(S(=O)(=O)N2CCN(c3ccc([N+](=O)[O-])c(NCC4CCCO4)c3)CC2)c(C)c1. The result is 0 (non-inhibitor). (2) The molecule is N#Cc1ccc(CN2CCC3(CC2)CCN(C(=O)c2csnn2)CC3)cc1. The result is 0 (non-inhibitor). (3) The molecule is CN(C)Cc1ccccc1-c1ccc2ncnc(NCc3cccs3)c2c1. The result is 1 (inhibitor).